From a dataset of NCI-60 drug combinations with 297,098 pairs across 59 cell lines. Regression. Given two drug SMILES strings and cell line genomic features, predict the synergy score measuring deviation from expected non-interaction effect. Drug 1: CCCS(=O)(=O)NC1=C(C(=C(C=C1)F)C(=O)C2=CNC3=C2C=C(C=N3)C4=CC=C(C=C4)Cl)F. Drug 2: C1CN(CCN1C(=O)CCBr)C(=O)CCBr. Cell line: HT29. Synergy scores: CSS=41.5, Synergy_ZIP=-5.35, Synergy_Bliss=-5.83, Synergy_Loewe=-18.0, Synergy_HSA=-2.66.